Dataset: Peptide-MHC class II binding affinity with 134,281 pairs from IEDB. Task: Regression. Given a peptide amino acid sequence and an MHC pseudo amino acid sequence, predict their binding affinity value. This is MHC class II binding data. (1) The peptide sequence is GETVKCRAPGGAKKP. The MHC is HLA-DQA10501-DQB10303 with pseudo-sequence HLA-DQA10501-DQB10303. The binding affinity (normalized) is 0.167. (2) The peptide sequence is IVGQMVMLVNDRVLD. The MHC is DRB1_0101 with pseudo-sequence DRB1_0101. The binding affinity (normalized) is 0.925. (3) The peptide sequence is TGVMRGNHYAFVGVM. The MHC is DRB1_1101 with pseudo-sequence DRB1_1101. The binding affinity (normalized) is 0.445. (4) The peptide sequence is EEDLNKLRDLNKEVD. The MHC is DRB1_0401 with pseudo-sequence DRB1_0401. The binding affinity (normalized) is 0.0634. (5) The binding affinity (normalized) is 0.575. The peptide sequence is VAWQVKLLPVPPTVT. The MHC is DRB1_0405 with pseudo-sequence DRB1_0405.